Dataset: NCI-60 drug combinations with 297,098 pairs across 59 cell lines. Task: Regression. Given two drug SMILES strings and cell line genomic features, predict the synergy score measuring deviation from expected non-interaction effect. Drug 1: C1CCN(CC1)CCOC2=CC=C(C=C2)C(=O)C3=C(SC4=C3C=CC(=C4)O)C5=CC=C(C=C5)O. Drug 2: B(C(CC(C)C)NC(=O)C(CC1=CC=CC=C1)NC(=O)C2=NC=CN=C2)(O)O. Cell line: UACC-257. Synergy scores: CSS=-4.92, Synergy_ZIP=2.19, Synergy_Bliss=0.494, Synergy_Loewe=-2.65, Synergy_HSA=-4.19.